Task: Predict which catalyst facilitates the given reaction.. Dataset: Catalyst prediction with 721,799 reactions and 888 catalyst types from USPTO (1) Reactant: Br[C:2]1[CH:3]=[CH:4][C:5]([NH:8][CH2:9][C:10]2[CH:15]=[CH:14][CH:13]=[CH:12][C:11]=2[F:16])=[N:6][CH:7]=1.C([Li])(C)(C)C.CN(C)[CH:24]=[O:25].[Cl-].[NH4+]. Product: [F:16][C:11]1[CH:12]=[CH:13][CH:14]=[CH:15][C:10]=1[CH2:9][NH:8][C:5]1[N:6]=[CH:7][C:2]([CH:24]=[O:25])=[CH:3][CH:4]=1. The catalyst class is: 7. (2) Reactant: Br[C:2]1[CH:3]=[C:4]2[C:8](=[CH:9][CH:10]=1)[N:7]([Si:11]([CH:18]([CH3:20])[CH3:19])([CH:15]([CH3:17])[CH3:16])[CH:12]([CH3:14])[CH3:13])[CH:6]=[CH:5]2.C([Li])(C)(C)C.C[O:27][C:28]([C@:30]1([CH2:42][C:43]2[CH:48]=[CH:47][CH:46]=[CH:45][CH:44]=2)[CH2:34][CH2:33][CH2:32][N:31]1[C:35]([O:37][C:38]([CH3:41])([CH3:40])[CH3:39])=[O:36])=O. Product: [C:38]([O:37][C:35]([N:31]1[CH2:32][CH2:33][CH2:34][C:30]1([CH2:42][C:43]1[CH:44]=[CH:45][CH:46]=[CH:47][CH:48]=1)[C:28]([C:2]1[CH:3]=[C:4]2[C:8](=[CH:9][CH:10]=1)[N:7]([Si:11]([CH:15]([CH3:16])[CH3:17])([CH:18]([CH3:19])[CH3:20])[CH:12]([CH3:13])[CH3:14])[CH:6]=[CH:5]2)=[O:27])=[O:36])([CH3:41])([CH3:39])[CH3:40]. The catalyst class is: 1.